Dataset: Experimentally validated miRNA-target interactions with 360,000+ pairs, plus equal number of negative samples. Task: Binary Classification. Given a miRNA mature sequence and a target amino acid sequence, predict their likelihood of interaction. The miRNA is hsa-miR-106a-5p with sequence AAAAGUGCUUACAGUGCAGGUAG. The protein sequence of the target gene is MGLSHSKTHLRVIKVAPLQNKEVETPSAGRVDFAFNQNLEEKTSYSLARLQDQNKALEGQLPPLQENWYGRYSTASRDMYFDIPLEHRETSIIKRHPPQRLQKLEPIDLPRVITSGRLLSQREARTMHKAKQVLEKKMQTPMYTSENRQYLHKMQVLEMIRKRQEAQMELKKSLHGEARINKQSPRDHKAKKTLQSTPRNDDHDLLTMLPDEILNRGPGNSKNTEFLKHQAVNNYCPWKIGKMETWLHEQEAQGQLLWDSSSSDSDEQGKDEKKPRALVRTRTERIPLFDEFFDQE. Result: 1 (interaction).